Predict which catalyst facilitates the given reaction. From a dataset of Catalyst prediction with 721,799 reactions and 888 catalyst types from USPTO. (1) Reactant: Br[C:2]1[N:3]=[C:4]2[C:10]([C:11](=[O:16])[C:12]([CH3:15])([CH3:14])[CH3:13])=[CH:9][NH:8][C:5]2=[N:6][CH:7]=1.[CH2:17]([O:19][C:20]1[CH:21]=[C:22](B(O)O)[CH:23]=[CH:24][CH:25]=1)[CH3:18].C([O-])([O-])=O.[K+].[K+].O1CCOCC1. Product: [CH2:17]([O:19][C:20]1[CH:25]=[C:24]([C:2]2[N:3]=[C:4]3[C:10]([C:11](=[O:16])[C:12]([CH3:15])([CH3:14])[CH3:13])=[CH:9][NH:8][C:5]3=[N:6][CH:7]=2)[CH:23]=[CH:22][CH:21]=1)[CH3:18]. The catalyst class is: 263. (2) Reactant: [OH:1][CH:2]1[CH2:7][CH2:6][CH:5]([C:8]([O:10][CH2:11][CH3:12])=[O:9])[CH2:4][CH2:3]1.[F:13][C:14]1[CH:19]=[C:18](F)[CH:17]=[CH:16][C:15]=1[N+:21]([O-:23])=[O:22].[H-].[Na+]. Product: [F:13][C:14]1[CH:19]=[C:18]([CH:17]=[CH:16][C:15]=1[N+:21]([O-:23])=[O:22])[O:1][C@H:2]1[CH2:3][CH2:4][C@H:5]([C:8]([O:10][CH2:11][CH3:12])=[O:9])[CH2:6][CH2:7]1. The catalyst class is: 3. (3) Reactant: [NH2:1][CH2:2][C@@H:3]([C:5]1[C:14]2[C:9](=[C:10]([O:15]CC3C=CC=CC=3)[CH:11]=[CH:12][CH:13]=2)[NH:8][C:7](=[O:23])[CH:6]=1)[OH:4].CO.Cl. Product: [NH2:1][CH2:2][C@@H:3]([C:5]1[C:14]2[C:9](=[C:10]([OH:15])[CH:11]=[CH:12][CH:13]=2)[NH:8][C:7](=[O:23])[CH:6]=1)[OH:4]. The catalyst class is: 29. (4) Reactant: C[O:2][C:3](=O)[CH2:4][CH2:5][CH:6]([C:32](=[O:34])[NH2:33])[N:7]1[CH2:15][C:14]2[C:9](=[CH:10][CH:11]=[CH:12][C:13]=2[O:16][CH2:17][C:18]2[CH:23]=[CH:22][C:21]([CH2:24][N:25]3[CH2:30][CH2:29][O:28][CH2:27][CH2:26]3)=[CH:20][CH:19]=2)[C:8]1=[O:31].CC(C)([O-])C.[K+].Cl.C([O-])(O)=O.[Na+]. Product: [O:28]1[CH2:29][CH2:30][N:25]([CH2:24][C:21]2[CH:20]=[CH:19][C:18]([CH2:17][O:16][C:13]3[CH:12]=[CH:11][CH:10]=[C:9]4[C:14]=3[CH2:15][N:7]([CH:6]3[CH2:5][CH2:4][C:3](=[O:2])[NH:33][C:32]3=[O:34])[C:8]4=[O:31])=[CH:23][CH:22]=2)[CH2:26][CH2:27]1. The catalyst class is: 1.